This data is from Full USPTO retrosynthesis dataset with 1.9M reactions from patents (1976-2016). The task is: Predict the reactants needed to synthesize the given product. (1) Given the product [CH3:18][S:19]([O:1][CH2:2][C@@H:3]1[CH2:5][C@H:4]1[C:6]([O:8][CH2:9][CH3:10])=[O:7])(=[O:21])=[O:20], predict the reactants needed to synthesize it. The reactants are: [OH:1][CH2:2][C@@H:3]1[CH2:5][C@H:4]1[C:6]([O:8][CH2:9][CH3:10])=[O:7].C(N(CC)CC)C.[CH3:18][S:19](Cl)(=[O:21])=[O:20]. (2) Given the product [Cl:8][C:6]1[N:5]=[C:4]([O:9][CH3:10])[N:3]=[C:2]([NH:21][CH2:20][CH:12]2[CH2:13][C:14]3[CH:19]=[CH:18][CH:17]=[CH:16][C:15]=3[O:11]2)[CH:7]=1, predict the reactants needed to synthesize it. The reactants are: Cl[C:2]1[CH:7]=[C:6]([Cl:8])[N:5]=[C:4]([O:9][CH3:10])[N:3]=1.[O:11]1[C:15]2[CH:16]=[CH:17][CH:18]=[CH:19][C:14]=2[CH2:13][CH:12]1[CH2:20][NH2:21].C([O-])(O)=O.[Na+]. (3) Given the product [OH:27][C:3]1[C:4]2[C:9](=[O:10])[N:8]([C:11]3[CH:16]=[CH:15][CH:14]=[CH:13][CH:12]=3)[C:7]3[C:17]4[CH:18]=[CH:19][CH:20]=[CH:21][C:22]=4[CH2:23][C:6]=3[C:5]=2[O:24][C:25](=[O:26])[C:2]=1[S:34][C:28]1[CH:33]=[CH:32][CH:31]=[CH:30][CH:29]=1, predict the reactants needed to synthesize it. The reactants are: Br[C:2]1[C:25](=[O:26])[O:24][C:5]2[C:6]3[CH2:23][C:22]4[CH:21]=[CH:20][CH:19]=[CH:18][C:17]=4[C:7]=3[N:8]([C:11]3[CH:16]=[CH:15][CH:14]=[CH:13][CH:12]=3)[C:9](=[O:10])[C:4]=2[C:3]=1[OH:27].[C:28]1([SH:34])[CH:33]=[CH:32][CH:31]=[CH:30][CH:29]=1.C(=O)([O-])[O-].[K+].[K+]. (4) Given the product [CH:23]1([S:26]([NH:29][C:30]([C@@:32]23[CH2:47][C@H:46]2[CH:45]=[CH:44][CH2:43][CH2:42][CH2:41][CH2:40][CH2:39][C@H:38]([NH:48][C:49](=[O:55])[O:50][C:51]([CH3:53])([CH3:54])[CH3:52])[C:37](=[O:56])[N:36]2[CH2:57][C@H:58]([O:60][C:2]4[C:11]5[C:6](=[C:7]([CH3:14])[C:8]([O:12][CH3:13])=[CH:9][CH:10]=5)[N:5]=[C:4]([C:15]5[S:16][CH:17]=[C:18]([CH:20]6[CH2:22][CH2:21]6)[N:19]=5)[CH:3]=4)[CH2:59][C@H:35]2[C:34](=[O:61])[NH:33]3)=[O:31])(=[O:28])=[O:27])[CH2:25][CH2:24]1, predict the reactants needed to synthesize it. The reactants are: Cl[C:2]1[C:11]2[C:6](=[C:7]([CH3:14])[C:8]([O:12][CH3:13])=[CH:9][CH:10]=2)[N:5]=[C:4]([C:15]2[S:16][CH:17]=[C:18]([CH:20]3[CH2:22][CH2:21]3)[N:19]=2)[CH:3]=1.[CH:23]1([S:26]([NH:29][C:30]([C@@:32]23[CH2:47][C@H:46]2[CH:45]=[CH:44][CH2:43][CH2:42][CH2:41][CH2:40][CH2:39][C@H:38]([NH:48][C:49](=[O:55])[O:50][C:51]([CH3:54])([CH3:53])[CH3:52])[C:37](=[O:56])[N:36]2[CH2:57][C@H:58]([OH:60])[CH2:59][C@H:35]2[C:34](=[O:61])[NH:33]3)=[O:31])(=[O:28])=[O:27])[CH2:25][CH2:24]1.CC(C)([O-])C.[K+]. (5) Given the product [N+:12]([CH2:15][C:7]1([OH:10])[CH2:6][CH2:5][C:4]2([O:3][CH2:2][CH2:1][O:11]2)[CH2:9][CH2:8]1)([O-:14])=[O:13], predict the reactants needed to synthesize it. The reactants are: [CH2:1]1[O:11][C:4]2([CH2:9][CH2:8][C:7](=[O:10])[CH2:6][CH2:5]2)[O:3][CH2:2]1.[N+:12]([CH3:15])([O-:14])=[O:13].[O-]CC.[Na+]. (6) Given the product [C:38]([O:37][C@@H:9]([CH2:10][NH:11][CH2:12][CH2:13][CH:14]([C:15]1[CH:20]=[CH:19][C:18]([NH:21][C:22]([O:24][CH3:25])=[O:23])=[CH:17][CH:16]=1)[C:26]1[CH:27]=[CH:28][C:29]([NH:32][C:33]([O:35][CH3:36])=[O:34])=[CH:30][CH:31]=1)[CH2:8][O:1][C:2]1[CH:7]=[CH:6][CH:5]=[CH:4][CH:3]=1)(=[O:47])[C@@H:39]([C:41]1[CH:46]=[CH:45][CH:44]=[CH:43][CH:42]=1)[OH:40], predict the reactants needed to synthesize it. The reactants are: [O:1]([CH2:8][C@@H:9]([OH:37])[CH2:10][NH:11][CH2:12][CH2:13][CH:14]([C:26]1[CH:31]=[CH:30][C:29]([NH:32][C:33]([O:35][CH3:36])=[O:34])=[CH:28][CH:27]=1)[C:15]1[CH:20]=[CH:19][C:18]([NH:21][C:22]([O:24][CH3:25])=[O:23])=[CH:17][CH:16]=1)[C:2]1[CH:7]=[CH:6][CH:5]=[CH:4][CH:3]=1.[C:38](O)(=[O:47])[C@@H:39]([C:41]1[CH:46]=[CH:45][CH:44]=[CH:43][CH:42]=1)[OH:40].